This data is from Reaction yield outcomes from USPTO patents with 853,638 reactions. The task is: Predict the reaction yield, written as a fraction of the theoretical maximum amount of product (1.0 means a 100% yield; for example, 0.34 means a 34% yield). (1) No catalyst specified. The product is [CH2:9]([Si:5]([CH2:27][CH:26]=[CH2:21])([CH2:34][CH:33]=[CH2:32])[CH2:4][CH2:3][CH2:2][Br:1])[CH:10]=[CH2:11]. The yield is 0.980. The reactants are [Br:1][CH2:2][CH2:3][CH2:4][Si:5](Cl)(Cl)Cl.[CH2:9]([Mg]Br)[CH:10]=[CH2:11].C(OCC)C.C(O)(=O)C[C:21]([CH2:26][C:27](O)=O)(C(O)=O)O.[CH3:32][CH2:33][CH2:34]CCC. (2) The reactants are [F:1][C:2]1([F:32])[CH2:6][NH:5][C@H:4]([CH2:7][N:8]2[C:12]3=[N:13][CH:14]=[N:15][C:16]([NH2:17])=[C:11]3[C:10]([C:18]3[CH:23]=[CH:22][C:21]([O:24][C:25]4[CH:30]=[CH:29][CH:28]=[CH:27][CH:26]=4)=[CH:20][C:19]=3[F:31])=[N:9]2)[CH2:3]1.[C:33]([CH2:35][C:36](O)=[O:37])#[N:34].CN(C(ON1N=NC2C=CC=NC1=2)=[N+](C)C)C.F[P-](F)(F)(F)(F)F. The catalyst is ClCCl. The product is [NH2:17][C:16]1[N:15]=[CH:14][N:13]=[C:12]2[N:8]([CH2:7][C@@H:4]3[CH2:3][C:2]([F:1])([F:32])[CH2:6][N:5]3[C:36](=[O:37])[CH2:35][C:33]#[N:34])[N:9]=[C:10]([C:18]3[CH:23]=[CH:22][C:21]([O:24][C:25]4[CH:30]=[CH:29][CH:28]=[CH:27][CH:26]=4)=[CH:20][C:19]=3[F:31])[C:11]=12. The yield is 0.770. (3) The reactants are [NH2:1][C:2]1C2C(=CC=CC=2)N=C[CH:3]=1.CCN(C[CH2:18][CH2:19][CH:20]([NH:22][C:23]1[CH:24]=[CH:25][N:26]=[C:27]2[CH:32]=[C:31]([Cl:33])[CH:30]=[CH:29][C:28]=12)C)CC.ClC1C=C2C(C(NCCCN)=CC=N2)=CC=1. No catalyst specified. The product is [Cl:33][C:31]1[CH:32]=[C:27]2[C:28]([C:23]([NH:22][CH2:20][CH2:19][CH2:18][NH:1][CH2:2][CH3:3])=[CH:24][CH:25]=[N:26]2)=[CH:29][CH:30]=1. The yield is 0.370. (4) The yield is 0.940. No catalyst specified. The reactants are [F:1][C:2]1[CH:3]=[C:4]([C:9]2[CH:14]=[CH:13][CH:12]=[CH:11][C:10]=2[S:15]([CH3:18])(=[O:17])=[O:16])[CH:5]=[CH:6][C:7]=1[NH2:8].[C:19]([O-:22])(O)=O.[Na+].[Cl-].[C:25](OCC)(=O)[CH3:26]. The product is [F:1][C:2]1[CH:3]=[C:4]([C:9]2[CH:14]=[CH:13][CH:12]=[CH:11][C:10]=2[S:15]([CH3:18])(=[O:17])=[O:16])[CH:5]=[CH:6][C:7]=1[NH:8][C:19](=[O:22])[CH:25]=[CH2:26]. (5) The reactants are [O:1]=[C:2]1[C:10]([C:11]([OH:13])=O)=[C:5]2[CH2:6][O:7][CH2:8][CH2:9][N:4]2[N:3]1[C:14]1[CH:19]=[CH:18][CH:17]=[CH:16][CH:15]=1.[NH2:20][C:21]1[CH:36]=[CH:35][C:24]([O:25][C:26]2[CH:31]=[CH:30][N:29]=[C:28]([C:32]([NH2:34])=[O:33])[CH:27]=2)=[C:23]([F:37])[CH:22]=1.C1C=NC2N(O)N=NC=2C=1.CCN=C=NCCCN(C)C. The catalyst is C(Cl)Cl. The product is [C:32]([C:28]1[CH:27]=[C:26]([O:25][C:24]2[CH:35]=[CH:36][C:21]([NH:20][C:11]([C:10]3[C:2](=[O:1])[N:3]([C:14]4[CH:19]=[CH:18][CH:17]=[CH:16][CH:15]=4)[N:4]4[CH2:9][CH2:8][O:7][CH2:6][C:5]=34)=[O:13])=[CH:22][C:23]=2[F:37])[CH:31]=[CH:30][N:29]=1)(=[O:33])[NH2:34]. The yield is 0.487. (6) The reactants are [Cl:1][C:2]1[CH:19]=[C:18]([Cl:20])[CH:17]=[CH:16][C:3]=1[O:4][CH2:5][CH2:6][CH2:7][NH:8][C:9](=[O:15])[O:10][C:11]([CH3:14])([CH3:13])[CH3:12].[H-].[Na+].[CH2:23](Br)[C:24]#[CH:25]. No catalyst specified. The product is [Cl:1][C:2]1[CH:19]=[C:18]([Cl:20])[CH:17]=[CH:16][C:3]=1[O:4][CH2:5][CH2:6][CH2:7][N:8]([CH2:25][C:24]#[CH:23])[C:9](=[O:15])[O:10][C:11]([CH3:14])([CH3:13])[CH3:12]. The yield is 0.520.